Dataset: Reaction yield outcomes from USPTO patents with 853,638 reactions. Task: Predict the reaction yield, written as a fraction of the theoretical maximum amount of product (1.0 means a 100% yield; for example, 0.34 means a 34% yield). (1) The reactants are [Cl:1][C:2]1[C:3]([NH:18][C:19]2[CH:27]=[CH:26][CH:25]=[CH:24][C:20]=2[C:21]([OH:23])=O)=[CH:4][C:5]([NH:8][C:9]2[N:13]([CH:14]([CH3:16])[CH3:15])[N:12]=[C:11]([CH3:17])[CH:10]=2)=[N:6][CH:7]=1.ON1C2C=CC=CC=2N=N1.CN(C)CCCN=C=NCC.Cl.[CH3:50][O:51][NH2:52].C(N(C(C)C)CC)(C)C. The catalyst is CN(C)C=O.C(O)(=O)C.O. The product is [Cl:1][C:2]1[C:3]([NH:18][C:19]2[CH:27]=[CH:26][CH:25]=[CH:24][C:20]=2[C:21]([NH:52][O:51][CH3:50])=[O:23])=[CH:4][C:5]([NH:8][C:9]2[N:13]([CH:14]([CH3:15])[CH3:16])[N:12]=[C:11]([CH3:17])[CH:10]=2)=[N:6][CH:7]=1. The yield is 0.940. (2) The reactants are [CH2:1]([N:8]([CH2:27][C:28]1[CH:33]=[CH:32][CH:31]=[CH:30][CH:29]=1)[CH2:9][C@H:10]([O:25][CH3:26])[CH2:11][N:12]1[CH2:17][CH2:16][N:15]([C:18](OC(C)(C)C)=O)[CH2:14][CH2:13]1)[C:2]1[CH:7]=[CH:6][CH:5]=[CH:4][CH:3]=1.Cl.C(N(CC)CC)C.BrC[CH:44]1[CH2:46][CH2:45]1. The catalyst is ClCCl.O1CCOCC1. The product is [CH2:27]([N:8]([CH2:1][C:2]1[CH:7]=[CH:6][CH:5]=[CH:4][CH:3]=1)[CH2:9][C@H:10]([O:25][CH3:26])[CH2:11][N:12]1[CH2:13][CH2:14][N:15]([CH2:18][CH:44]2[CH2:46][CH2:45]2)[CH2:16][CH2:17]1)[C:28]1[CH:29]=[CH:30][CH:31]=[CH:32][CH:33]=1. The yield is 0.813.